This data is from Forward reaction prediction with 1.9M reactions from USPTO patents (1976-2016). The task is: Predict the product of the given reaction. (1) Given the reactants [C:1]1([C@H:7]([NH2:10])[CH2:8]C)[CH:6]=[CH:5][CH:4]=[CH:3][CH:2]=1.Cl[C:12]1[N:20]=[CH:19][N:18]=[C:17]2[C:13]=1[NH:14][CH:15]=[N:16]2, predict the reaction product. The product is: [C:1]1([C@H:7]([NH:10][C:12]2[N:20]=[CH:19][N:18]=[C:17]3[C:13]=2[NH:14][CH:15]=[N:16]3)[CH3:8])[CH:2]=[CH:3][CH:4]=[CH:5][CH:6]=1. (2) Given the reactants [CH3:1][O:2][C:3]([C:5]1[CH:10]=[C:9]([Br:11])[C:8](=[O:12])[N:7]([CH2:13][C:14]2[CH:19]=[CH:18][C:17]([C:20]#[N:21])=[CH:16][CH:15]=2)[C:6]=1[CH3:22])=[O:4].[Br:23]N1C(=O)CCC1=O.C(OOC(=O)C1C=CC=CC=1)(=O)C1C=CC=CC=1, predict the reaction product. The product is: [CH3:1][O:2][C:3]([C:5]1[CH:10]=[C:9]([Br:11])[C:8](=[O:12])[N:7]([CH2:13][C:14]2[CH:15]=[CH:16][C:17]([C:20]#[N:21])=[CH:18][CH:19]=2)[C:6]=1[CH2:22][Br:23])=[O:4]. (3) Given the reactants [CH2:1]1[N:6]([C:7]2[CH:16]=[CH:15][C:10]([C:11]([NH:13][NH2:14])=[O:12])=[CH:9][CH:8]=2)[CH2:5][CH2:4][N:3]2[CH2:17][CH2:18][CH2:19][CH:2]12.N1C=CC=CC=1.Cl[C:27]([C:29]1[CH:38]=[CH:37][C:32]([C:33]([O:35][CH3:36])=[O:34])=[CH:31][CH:30]=1)=[O:28].O, predict the reaction product. The product is: [CH2:1]1[N:6]([C:7]2[CH:16]=[CH:15][C:10]([C:11]([NH:13][NH:14][C:27]([C:29]3[CH:38]=[CH:37][C:32]([C:33]([O:35][CH3:36])=[O:34])=[CH:31][CH:30]=3)=[O:28])=[O:12])=[CH:9][CH:8]=2)[CH2:5][CH2:4][N:3]2[CH2:17][CH2:18][CH2:19][CH:2]12. (4) Given the reactants COC1C=CC(C[N:8]2[C:12]3=[N:13][CH:14]=[CH:15][C:16]([O:17][C:18]4[CH:23]=[CH:22][C:21]([NH:24][C:25]([NH:27][C:28](=[O:36])[CH2:29][C:30]5[CH:35]=[CH:34][CH:33]=[CH:32][CH:31]=5)=[S:26])=[CH:20][C:19]=4[F:37])=[C:11]3[CH:10]=[N:9]2)=CC=1.FC(F)(F)C(O)=O, predict the reaction product. The product is: [NH:8]1[C:12]2=[N:13][CH:14]=[CH:15][C:16]([O:17][C:18]3[CH:23]=[CH:22][C:21]([NH:24][C:25]([NH:27][C:28](=[O:36])[CH2:29][C:30]4[CH:31]=[CH:32][CH:33]=[CH:34][CH:35]=4)=[S:26])=[CH:20][C:19]=3[F:37])=[C:11]2[CH:10]=[N:9]1. (5) Given the reactants [CH:1]([CH:3]([C:6]#[C:7][C:8]1[CH:13]=[CH:12][CH:11]=[CH:10][CH:9]=1)[CH2:4][NH2:5])=[CH2:2].Cl[C:15]1[C:24]2[C:19](=[CH:20][CH:21]=[CH:22][CH:23]=2)[N:18]=[CH:17][N:16]=1.C(N(CC)CC)C.CN(C=O)C, predict the reaction product. The product is: [CH:1]([CH:3]([C:6]#[C:7][C:8]1[CH:13]=[CH:12][CH:11]=[CH:10][CH:9]=1)[CH2:4][NH:5][C:15]1[C:24]2[C:19](=[CH:20][CH:21]=[CH:22][CH:23]=2)[N:18]=[CH:17][N:16]=1)=[CH2:2].